Dataset: Reaction yield outcomes from USPTO patents with 853,638 reactions. Task: Predict the reaction yield, written as a fraction of the theoretical maximum amount of product (1.0 means a 100% yield; for example, 0.34 means a 34% yield). (1) The reactants are O[C:2]1([C:16]2[C:24]([OH:25])=[CH:23][C:19]3[O:20][CH2:21][O:22][C:18]=3[CH:17]=2)[C:10]2[C:5](=[C:6]([C:11]([F:14])([F:13])[F:12])[CH:7]=[CH:8][CH:9]=2)[NH:4][C:3]1=[O:15].FC(F)(F)C(O)=O.C([SiH](CC)CC)C. No catalyst specified. The product is [OH:25][C:24]1[C:16]([CH:2]2[C:10]3[C:5](=[C:6]([C:11]([F:14])([F:13])[F:12])[CH:7]=[CH:8][CH:9]=3)[NH:4][C:3]2=[O:15])=[CH:17][C:18]2[O:22][CH2:21][O:20][C:19]=2[CH:23]=1. The yield is 0.880. (2) The reactants are C(NC(C)C)(C)C.C([Li])CCC.[F:13][C:14]1[CH:23]=[C:22]2[C:17]([CH:18]=[CH:19][C:20]([CH3:24])=[N:21]2)=[CH:16][CH:15]=1.[C:25](O[C:25]([O:27][C:28]([CH3:31])([CH3:30])[CH3:29])=[O:26])([O:27][C:28]([CH3:31])([CH3:30])[CH3:29])=[O:26]. The catalyst is C1COCC1.CC(=O)OCC.O. The product is [F:13][C:14]1[CH:23]=[C:22]2[C:17]([CH:18]=[CH:19][C:20]([CH2:24][C:25]([O:27][C:28]([CH3:31])([CH3:30])[CH3:29])=[O:26])=[N:21]2)=[CH:16][CH:15]=1. The yield is 0.487. (3) The reactants are [CH3:1][C:2]1([CH3:17])[C:7](=[O:8])[CH2:6][CH2:5][C@@H:4]([NH:9][C:10](=[O:16])[O:11][C:12]([CH3:15])([CH3:14])[CH3:13])[CH2:3]1.[CH3:18][Mg]Br. The catalyst is C(OCC)C. The product is [OH:8][C:7]1([CH3:18])[CH2:6][CH2:5][C@@H:4]([NH:9][C:10](=[O:16])[O:11][C:12]([CH3:15])([CH3:14])[CH3:13])[CH2:3][C:2]1([CH3:17])[CH3:1]. The yield is 0.880. (4) The reactants are [NH2:1][C:2]1[N:3]([CH2:31][C:32]2[CH:37]=[CH:36][CH:35]=[CH:34][CH:33]=2)[N:4]=[C:5]2[C:10]=1[CH:9]=[CH:8][C:7]([C:11]1[CH:12]=[C:13]([CH:21]3[CH2:26][CH2:25][N:24]([S:27]([CH3:30])(=[O:29])=[O:28])[CH2:23][CH2:22]3)[N:14]3[C:19]=1[C:18]([NH2:20])=[N:17][CH:16]=[N:15]3)=[CH:6]2.[C:38](Cl)(=[O:40])[CH3:39]. The catalyst is ClCCCl.N1C=CC=CC=1. The product is [NH2:20][C:18]1[C:19]2=[C:11]([C:7]3[CH:8]=[CH:9][C:10]4[C:5]([CH:6]=3)=[N:4][N:3]([CH2:31][C:32]3[CH:37]=[CH:36][CH:35]=[CH:34][CH:33]=3)[C:2]=4[NH:1][C:38](=[O:40])[CH3:39])[CH:12]=[C:13]([CH:21]3[CH2:26][CH2:25][N:24]([S:27]([CH3:30])(=[O:29])=[O:28])[CH2:23][CH2:22]3)[N:14]2[N:15]=[CH:16][N:17]=1. The yield is 0.0900.